This data is from Reaction yield outcomes from USPTO patents with 853,638 reactions. The task is: Predict the reaction yield, written as a fraction of the theoretical maximum amount of product (1.0 means a 100% yield; for example, 0.34 means a 34% yield). (1) The reactants are Cl[C:2](=[O:8])[CH2:3][C:4]([O:6][CH3:7])=[O:5].[CH2:9]([NH:12][C:13]1[CH:18]=[CH:17][C:16]([F:19])=[CH:15][CH:14]=1)[CH:10]=[CH2:11].CCN(C(C)C)C(C)C.O. The yield is 0.920. The catalyst is CN(C1C=CN=CC=1)C.C(Cl)Cl. The product is [CH2:9]([N:12]([C:13]1[CH:14]=[CH:15][C:16]([F:19])=[CH:17][CH:18]=1)[C:2](=[O:8])[CH2:3][C:4]([O:6][CH3:7])=[O:5])[CH:10]=[CH2:11]. (2) The reactants are [CH3:1][C:2]([C:6]1[C:10]2[CH2:11][N:12]([C:15]([O:17]C(C)(C)C)=O)[CH2:13][CH2:14][C:9]=2[NH:8][N:7]=1)([CH3:5])[CH2:3][CH3:4].Cl.O1CCOCC1.[Cl:29][C:30]1[CH:31]=[C:32]([NH:36]C(=O)OC2C=CC=CC=2)[CH:33]=[CH:34][CH:35]=1. No catalyst specified. The product is [Cl:29][C:30]1[CH:31]=[C:32]([NH:36][C:15]([N:12]2[CH2:13][CH2:14][C:9]3[NH:8][N:7]=[C:6]([C:2]([CH3:1])([CH3:5])[CH2:3][CH3:4])[C:10]=3[CH2:11]2)=[O:17])[CH:33]=[CH:34][CH:35]=1. The yield is 0.379. (3) The yield is 0.410. The product is [O:26]=[C:22]1[NH:23][C:24]2[N:25]=[C:16]([O:15][CH2:14][CH2:13][CH2:12][CH2:11][N:2]3[CH2:3][CH2:4][C:5]4[C:6]([C:27]#[N:28])=[CH:7][CH:8]=[CH:9][C:10]=4[CH2:1]3)[CH:17]=[CH:18][C:19]=2[CH:20]=[CH:21]1. The reactants are [CH2:1]1[C:10]2[C:5](=[CH:6][CH:7]=[CH:8][CH:9]=2)[CH2:4][CH2:3][N:2]1[CH2:11][CH2:12][CH2:13][CH2:14][O:15][C:16]1[N:25]=[C:24]2[C:19]([CH:20]=[CH:21][C:22](=[O:26])[NH:23]2)=[CH:18][CH:17]=1.[CH2:27]1C2C=CC=C(C#N)C=2CC[NH:28]1. No catalyst specified. (4) The reactants are Br[C:2]1[CH:3]=[N:4][C:5]([NH:8][CH2:9][C:10]2[C:15]([F:16])=[CH:14][C:13]([Cl:17])=[CH:12][C:11]=2[F:18])=[N:6][CH:7]=1.[Cl:19][C:20]1[N:25]=[CH:24][C:23](B(O)O)=[C:22]([CH3:29])[CH:21]=1.P([O-])([O-])([O-])=O.[K+].[K+].[K+].O. The catalyst is C(#N)C.O1CCOCC1. The product is [Cl:17][C:13]1[CH:14]=[C:15]([F:16])[C:10]([CH2:9][NH:8][C:5]2[N:4]=[CH:3][C:2]([C:23]3[CH:24]=[N:25][C:20]([Cl:19])=[CH:21][C:22]=3[CH3:29])=[CH:7][N:6]=2)=[C:11]([F:18])[CH:12]=1. The yield is 0.640. (5) The reactants are [Li]CCCC.[Cl:6][C:7]1[C:8]2[CH:15]=[CH:14][N:13]([C:16]([CH3:21])([CH2:19][OH:20])[CH2:17]O)[C:9]=2[N:10]=[CH:11][N:12]=1.S(Cl)(C1C=CC(C)=CC=1)(=O)=O. The catalyst is CCCCCC.C1COCC1. The product is [Cl:6][C:7]1[C:8]2[CH:15]=[CH:14][N:13]([C:16]3([CH3:21])[CH2:19][O:20][CH2:17]3)[C:9]=2[N:10]=[CH:11][N:12]=1. The yield is 0.550. (6) The reactants are [N:1]1[C:6]2[CH2:7][CH2:8][NH:9][CH2:10][CH2:11][C:5]=2[C:4]([OH:12])=[N:3][CH:2]=1.F[C:14]1[C:19]([C:20]([F:23])([F:22])[F:21])=[CH:18][CH:17]=[CH:16][N:15]=1.CCN(C(C)C)C(C)C.C(O)(CC)(C)C. No catalyst specified. The product is [F:21][C:20]([F:23])([F:22])[C:19]1[C:14]([N:9]2[CH2:10][CH2:11][C:5]3[C:4]([OH:12])=[N:3][CH:2]=[N:1][C:6]=3[CH2:7][CH2:8]2)=[N:15][CH:16]=[CH:17][CH:18]=1. The yield is 0.340. (7) The reactants are [NH2:1][C:2]1[CH:21]=[CH:20][C:5]([C:6]([C:8]2[CH:17]=[C:16]3[C:11]([N:12]=[CH:13][C:14]([C:18]#[N:19])=[N:15]3)=[CH:10][CH:9]=2)=[O:7])=[C:4]([F:22])[CH:3]=1.[N:23]([C:26]1[CH:31]=[CH:30][CH:29]=[C:28]([C:32]([F:35])([F:34])[F:33])[CH:27]=1)=[C:24]=[O:25]. The catalyst is N1C=CC=CC=1. The product is [C:18]([C:14]1[CH:13]=[N:12][C:11]2[C:16]([N:15]=1)=[CH:17][C:8]([C:6]([C:5]1[CH:20]=[CH:21][C:2]([NH:1][C:24]([NH:23][C:26]3[CH:31]=[CH:30][CH:29]=[C:28]([C:32]([F:33])([F:34])[F:35])[CH:27]=3)=[O:25])=[CH:3][C:4]=1[F:22])=[O:7])=[CH:9][CH:10]=2)#[N:19]. The yield is 0.740.